This data is from Reaction yield outcomes from USPTO patents with 853,638 reactions. The task is: Predict the reaction yield, written as a fraction of the theoretical maximum amount of product (1.0 means a 100% yield; for example, 0.34 means a 34% yield). (1) The reactants are F[C:2]1[CH:7]=[CH:6][C:5]([C:8]([F:11])([F:10])[F:9])=[CH:4][C:3]=1[N+:12]([O-:14])=[O:13].[C:15]([NH:22][CH:23]1[CH2:28][CH2:27][CH2:26][NH:25][CH2:24]1)([O:17][C:18]([CH3:21])([CH3:20])[CH3:19])=[O:16]. No catalyst specified. The product is [N+:12]([C:3]1[CH:4]=[C:5]([C:8]([F:11])([F:10])[F:9])[CH:6]=[CH:7][C:2]=1[N:25]1[CH2:26][CH2:27][CH2:28][CH:23]([NH:22][C:15](=[O:16])[O:17][C:18]([CH3:20])([CH3:19])[CH3:21])[CH2:24]1)([O-:14])=[O:13]. The yield is 0.990. (2) The reactants are C(OC[O:5][C:6]1[C:44]([CH:45]([CH3:47])[CH3:46])=[CH:43][CH:42]=[CH:41][C:7]=1[CH2:8][Si:9]([CH2:26][C:27]1[CH:32]=[CH:31][CH:30]=[C:29]([CH:33]([CH3:35])[CH3:34])[C:28]=1[O:36]COCC)([CH2:11][C:12]1[CH:17]=[CH:16][CH:15]=[C:14]([CH:18]([CH3:20])[CH3:19])[C:13]=1[O:21]COCC)[CH3:10])C.C1(C)C=CC(S([O-])(=O)=O)=CC=1.[NH+]1C=CC=CC=1. The catalyst is C(O)(C)C. The product is [OH:36][C:28]1[C:29]([CH:33]([CH3:35])[CH3:34])=[CH:30][CH:31]=[CH:32][C:27]=1[CH2:26][Si:9]([CH2:8][C:7]1[CH:41]=[CH:42][CH:43]=[C:44]([CH:45]([CH3:46])[CH3:47])[C:6]=1[OH:5])([CH2:11][C:12]1[CH:17]=[CH:16][CH:15]=[C:14]([CH:18]([CH3:20])[CH3:19])[C:13]=1[OH:21])[CH3:10]. The yield is 0.630. (3) The reactants are [Cl:1][C:2]1[N:10]([CH2:11][CH:12]=[CH2:13])[C:9]2[C:8](=[O:14])[NH:7][C:6](=[O:15])[NH:5][C:4]=2[N:3]=1.I[CH2:17][CH2:18][CH3:19].C(=O)([O-])[O-].[Na+].[Na+]. The catalyst is CN(C=O)C. The product is [Cl:1][C:2]1[N:10]([CH2:11][CH:12]=[CH2:13])[C:9]2[C:8](=[O:14])[NH:7][C:6](=[O:15])[N:5]([CH2:17][CH2:18][CH3:19])[C:4]=2[N:3]=1. The yield is 0.460. (4) The reactants are C([O:3][C:4](=[O:36])[CH2:5][C:6]1[CH:11]=[CH:10][C:9]([C:12]2[CH:17]=[CH:16][CH:15]=[C:14]([N:18]3[C:22]([NH:23][C:24]([O:26][C@@H:27]([C:29]4[CH:34]=[CH:33][CH:32]=[CH:31][CH:30]=4)[CH3:28])=[O:25])=[C:21]([CH3:35])[N:20]=[N:19]3)[CH:13]=2)=[CH:8][CH:7]=1)C.[CH2:37]1COC[CH2:38]1.[Li+].[OH-]. The catalyst is O. The product is [CH3:35][C:21]1[N:20]=[N:19][N:18]([C:14]2[CH:13]=[C:12]([C:9]3[CH:8]=[CH:7][C:6]([C:5]4([C:4]([OH:3])=[O:36])[CH2:38][CH2:37]4)=[CH:11][CH:10]=3)[CH:17]=[CH:16][CH:15]=2)[C:22]=1[NH:23][C:24]([O:26][C@@H:27]([C:29]1[CH:34]=[CH:33][CH:32]=[CH:31][CH:30]=1)[CH3:28])=[O:25]. The yield is 0.763. (5) The reactants are C([O:14][C:15]1[C:24]2[N:23]=[CH:22][CH:21]=[CH:20][C:19]=2[C:18]([C:25]([OH:27])=O)=[C:17]2[CH2:28][N:29]([CH2:32][C:33]3[CH:38]=[CH:37][C:36]([F:39])=[CH:35][CH:34]=3)[C:30](=[O:31])[C:16]=12)(C1C=CC=CC=1)C1C=CC=CC=1.[NH2:40][C:41]1[S:42][CH:43]=[CH:44][N:45]=1.C(N(C(C)C)CC)(C)C.F[P-](F)(F)(F)(F)F.N1(OC(N(C)C)=[N+](C)C)C2N=CC=CC=2N=N1. The catalyst is CN(C)C=O. The product is [S:42]1[CH:43]=[CH:44][N:45]=[C:41]1[NH:40][C:25]([C:18]1[C:19]2[CH:20]=[CH:21][CH:22]=[N:23][C:24]=2[C:15]([OH:14])=[C:16]2[C:30](=[O:31])[N:29]([CH2:32][C:33]3[CH:38]=[CH:37][C:36]([F:39])=[CH:35][CH:34]=3)[CH2:28][C:17]=12)=[O:27]. The yield is 0.600. (6) The reactants are [F:1][C:2]1[CH:3]=[CH:4][C:5]([NH:8][NH:9][C:10](=O)[C:11]2[CH:16]=[CH:15][C:14]([CH2:17][N:18]3[CH2:23][CH2:22][O:21][CH2:20][CH2:19]3)=[CH:13][CH:12]=2)=[N:6][CH:7]=1.C1(P(C2C=CC=CC=2)C2C=CC=CC=2)C=CC=CC=1.C(N(CC)CC)C.ClC(Cl)(Cl)C(Cl)(Cl)Cl. The catalyst is C1COCC1. The product is [F:1][C:2]1[CH:3]=[CH:4][C:5]2[N:6]([C:10]([C:11]3[CH:16]=[CH:15][C:14]([CH2:17][N:18]4[CH2:23][CH2:22][O:21][CH2:20][CH2:19]4)=[CH:13][CH:12]=3)=[N:9][N:8]=2)[CH:7]=1. The yield is 0.690.